Dataset: Reaction yield outcomes from USPTO patents with 853,638 reactions. Task: Predict the reaction yield, written as a fraction of the theoretical maximum amount of product (1.0 means a 100% yield; for example, 0.34 means a 34% yield). (1) The reactants are CO[C:3](=[O:20])[CH:4]([C:12]1[CH:17]=[CH:16][C:15]([Cl:18])=[C:14]([Cl:19])[CH:13]=1)[CH2:5][CH:6]1[CH2:10][CH2:9][CH2:8][CH:7]1[OH:11].[NH2:21][C:22]1[S:23][CH:24]=[CH:25][N:26]=1.C[O-].[Mg+2].C[O-].CO. No catalyst specified. The product is [Cl:19][C:14]1[CH:13]=[C:12]([CH:4]([CH2:5][CH:6]2[CH2:10][CH2:9][CH2:8][CH:7]2[OH:11])[C:3]([NH:21][C:22]2[S:23][CH:24]=[CH:25][N:26]=2)=[O:20])[CH:17]=[CH:16][C:15]=1[Cl:18]. The yield is 0.546. (2) The reactants are [CH:1]([N:14]1[CH2:17][CH:16]([OH:18])[CH2:15]1)([C:8]1[CH:13]=[CH:12][CH:11]=[CH:10][CH:9]=1)[C:2]1[CH:7]=[CH:6][CH:5]=[CH:4][CH:3]=1.O[N:20]1[C:24](=[O:25])[C:23]2=[CH:26][CH:27]=[CH:28][CH:29]=[C:22]2[C:21]1=[O:30].C1(P(C2C=CC=CC=2)C2C=CC=CC=2)C=CC=CC=1.CCOC(/N=N/C(OCC)=O)=O. The catalyst is C1COCC1. The product is [C:2]1([CH:1]([C:8]2[CH:13]=[CH:12][CH:11]=[CH:10][CH:9]=2)[N:14]2[CH2:17][CH:16]([O:18][N:20]3[C:24](=[O:25])[C:23]4[C:22](=[CH:29][CH:28]=[CH:27][CH:26]=4)[C:21]3=[O:30])[CH2:15]2)[CH:3]=[CH:4][CH:5]=[CH:6][CH:7]=1. The yield is 0.370. (3) The yield is 0.640. No catalyst specified. The reactants are [CH:1]1([NH:4][C:5]([NH:7][C:8]2[CH:13]=[CH:12][C:11]([O:14][C:15]3[CH:20]=[CH:19][N:18]=[C:17]4[CH:21]=[C:22]([C:24]5[CH:29]=[CH:28][C:27]([CH2:30][NH:31][C@@H:32]([CH3:36])[CH2:33][O:34][CH3:35])=[CH:26][N:25]=5)[S:23][C:16]=34)=[C:10]([F:37])[CH:9]=2)=[O:6])[CH2:3][CH2:2]1.[C:38](OC(=O)C)(=[O:40])[CH3:39]. The product is [CH:1]1([NH:4][C:5](=[O:6])[NH:7][C:8]2[CH:13]=[CH:12][C:11]([O:14][C:15]3[CH:20]=[CH:19][N:18]=[C:17]4[CH:21]=[C:22]([C:24]5[N:25]=[CH:26][C:27]([CH2:30][N:31]([C@@H:32]([CH3:36])[CH2:33][O:34][CH3:35])[C:38](=[O:40])[CH3:39])=[CH:28][CH:29]=5)[S:23][C:16]=34)=[C:10]([F:37])[CH:9]=2)[CH2:3][CH2:2]1.